Dataset: Forward reaction prediction with 1.9M reactions from USPTO patents (1976-2016). Task: Predict the product of the given reaction. (1) Given the reactants CC1N=CC=CC=1C(N)=O.[C:11]([C:15]1[N:20]=[CH:19][C:18]([CH:21]([NH2:23])[CH3:22])=[C:17]([CH3:24])[CH:16]=1)([CH3:14])([CH3:13])[CH3:12].[C:25]([C:27]1[C:32]2[N:33]([CH2:36][C:37](O)=[O:38])[CH:34]=[N:35][C:31]=2[CH:30]=[CH:29][CH:28]=1)#[N:26].CN(C(ON1N=NC2C=CC=NC1=2)=[N+](C)C)C.F[P-](F)(F)(F)(F)F.CCN(C(C)C)C(C)C, predict the reaction product. The product is: [C:11]([C:15]1[N:20]=[CH:19][C:18]([CH:21]([NH:23][C:37](=[O:38])[CH2:36][N:33]2[C:32]3[C:27]([C:25]#[N:26])=[CH:28][CH:29]=[CH:30][C:31]=3[N:35]=[CH:34]2)[CH3:22])=[C:17]([CH3:24])[CH:16]=1)([CH3:13])([CH3:14])[CH3:12]. (2) Given the reactants [F:1][C:2]1[CH:7]=[CH:6][C:5]([F:8])=[CH:4][C:3]=1[C:9]1[CH2:13][N:12]([C:14]([C@@H:16]([NH:21][C:22](=[O:33])[O:23][C:24]2C=CC([N+]([O-])=O)=C[CH:25]=2)[C:17]([CH3:20])([CH3:19])[CH3:18])=[O:15])[C@H:11]([C:34]2[CH:39]=[CH:38][CH:37]=[CH:36][CH:35]=2)[CH:10]=1.C(O)C[OH:42], predict the reaction product. The product is: [F:1][C:2]1[CH:7]=[CH:6][C:5]([F:8])=[CH:4][C:3]=1[C:9]1[CH2:13][N:12]([C:14]([C@@H:16]([NH:21][C:22](=[O:33])[O:23][CH2:24][CH2:25][OH:42])[C:17]([CH3:19])([CH3:20])[CH3:18])=[O:15])[C@H:11]([C:34]2[CH:35]=[CH:36][CH:37]=[CH:38][CH:39]=2)[CH:10]=1. (3) Given the reactants [CH:1]1([CH2:4][O:5][C:6]2[CH:11]=[C:10]([F:12])[C:9]([O:13][CH3:14])=[CH:8][C:7]=2[C:15]2[C:16]3[N:23]([CH2:24][O:25][CH2:26][CH2:27][Si:28]([CH3:31])([CH3:30])[CH3:29])[C:22]([CH3:32])=[C:21]([C:33]([OH:35])=O)[C:17]=3[N:18]=[CH:19][N:20]=2)[CH2:3][CH2:2]1.[NH2:36][CH:37]1[CH2:42][CH2:41][N:40]([C:43]([O:45][C:46]([CH3:49])([CH3:48])[CH3:47])=[O:44])[CH2:39][CH2:38]1, predict the reaction product. The product is: [CH:1]1([CH2:4][O:5][C:6]2[CH:11]=[C:10]([F:12])[C:9]([O:13][CH3:14])=[CH:8][C:7]=2[C:15]2[C:16]3[N:23]([CH2:24][O:25][CH2:26][CH2:27][Si:28]([CH3:29])([CH3:30])[CH3:31])[C:22]([CH3:32])=[C:21]([C:33]([NH:36][CH:37]4[CH2:38][CH2:39][N:40]([C:43]([O:45][C:46]([CH3:49])([CH3:48])[CH3:47])=[O:44])[CH2:41][CH2:42]4)=[O:35])[C:17]=3[N:18]=[CH:19][N:20]=2)[CH2:3][CH2:2]1. (4) Given the reactants [ClH:1].C(OC([N:9]1[CH2:14][CH2:13][N:12]([C:15]2[N:19]=[C:18]([CH3:20])[O:17][N:16]=2)[CH2:11][CH2:10]1)=O)(C)(C)C, predict the reaction product. The product is: [ClH:1].[CH3:20][C:18]1[O:17][N:16]=[C:15]([N:12]2[CH2:13][CH2:14][NH:9][CH2:10][CH2:11]2)[N:19]=1. (5) Given the reactants CS(OCCCN1CCOCC1)(=O)=[O:3].[C:15]([O:19][C:20](=[O:29])[NH:21][C:22]1[CH:27]=[CH:26][C:25](O)=[CH:24][CH:23]=1)([CH3:18])([CH3:17])[CH3:16].C(=O)([O-])[O-].[Cs+].[Cs+], predict the reaction product. The product is: [C:15]([O:19][C:20](=[O:29])[NH:21][C:22]1[CH:27]=[CH:26][CH:25]=[C:24]([OH:3])[CH:23]=1)([CH3:18])([CH3:17])[CH3:16]. (6) Given the reactants [OH-].[Li+].C([O:11][CH:12]([CH2:34][CH2:35][C:36]1[CH:41]=[CH:40][C:39]([C:42]2[CH:47]=[CH:46][CH:45]=[CH:44][CH:43]=2)=[CH:38][CH:37]=1)[CH:13]([C:27]([O:29]C(C)(C)C)=[O:28])[CH2:14][CH2:15][NH:16][C:17]([NH:19][C:20]1[CH:25]=[CH:24][C:23]([F:26])=[CH:22][CH:21]=1)=[O:18])(=O)C1C=CC=CC=1.Cl, predict the reaction product. The product is: [C:39]1([C:42]2[CH:47]=[CH:46][CH:45]=[CH:44][CH:43]=2)[CH:38]=[CH:37][C:36]([CH2:35][CH2:34][CH:12]([OH:11])[CH:13]([CH2:14][CH2:15][NH:16][C:17]([NH:19][C:20]2[CH:21]=[CH:22][C:23]([F:26])=[CH:24][CH:25]=2)=[O:18])[C:27]([OH:29])=[O:28])=[CH:41][CH:40]=1. (7) Given the reactants [CH3:1][O:2][CH2:3][C:4]([OH:6])=O.CCN=C=NCCCN(C)C.C1C=CC2N(O)N=NC=2C=1.[NH2:28][C:29]1[CH:30]=[C:31]([C:35]2[CH:40]=[CH:39][N:38]=[C:37]([NH:41][CH2:42][CH2:43][C:44]3[CH:49]=[CH:48][C:47]([O:50][CH3:51])=[C:46]([O:52][CH3:53])[CH:45]=3)[N:36]=2)[CH:32]=[CH:33][CH:34]=1, predict the reaction product. The product is: [CH3:53][O:52][C:46]1[CH:45]=[C:44]([CH2:43][CH2:42][NH:41][C:37]2[N:36]=[C:35]([C:31]3[CH:30]=[C:29]([NH:28][C:4](=[O:6])[CH2:3][O:2][CH3:1])[CH:34]=[CH:33][CH:32]=3)[CH:40]=[CH:39][N:38]=2)[CH:49]=[CH:48][C:47]=1[O:50][CH3:51]. (8) Given the reactants [CH2:1]([C:3]1[C:11]2[N:10]=[CH:9][N:8]([CH:12]3[CH2:17][CH2:16][CH2:15][CH2:14][O:13]3)[C:7]=2[CH:6]=[CH:5][C:4]=1[C:18]#[N:19])[CH3:2].[BH4-].[Na+], predict the reaction product. The product is: [CH2:1]([C:3]1[C:11]2[N:10]=[CH:9][N:8]([CH:12]3[CH2:17][CH2:16][CH2:15][CH2:14][O:13]3)[C:7]=2[CH:6]=[CH:5][C:4]=1[CH2:18][NH2:19])[CH3:2]. (9) Given the reactants [C:1]([C:6]1[CH:7]=[C:8]([C:28]#[N:29])[C:9]([N:19]2[CH2:24][CH2:23][CH:22]([C:25]([OH:27])=O)[CH2:21][CH2:20]2)=[N:10][C:11]=1[CH2:12][N:13]1[CH2:17][CH2:16][CH2:15][C:14]1=[O:18])(=[O:5])[CH2:2][CH2:3][CH3:4].[CH3:30][C:31]1[CH:36]=[CH:35][C:34]([CH2:37][S:38]([NH2:41])(=[O:40])=[O:39])=[CH:33][CH:32]=1, predict the reaction product. The product is: [C:1]([C:6]1[CH:7]=[C:8]([C:28]#[N:29])[C:9]([N:19]2[CH2:20][CH2:21][CH:22]([C:25]([NH:41][S:38]([CH2:37][C:34]3[CH:35]=[CH:36][C:31]([CH3:30])=[CH:32][CH:33]=3)(=[O:39])=[O:40])=[O:27])[CH2:23][CH2:24]2)=[N:10][C:11]=1[CH2:12][N:13]1[CH2:17][CH2:16][CH2:15][C:14]1=[O:18])(=[O:5])[CH2:2][CH2:3][CH3:4]. (10) Given the reactants CCCC[N+](CCCC)(CCCC)CCCC.[F-].C1COCC1.C([Si]([C:34]#[C:35][C:36]1[CH:37]=[C:38]([CH:41]=[O:42])[O:39][CH:40]=1)(C(C)C)C(C)C)(C)C.C1COCC1.[Cl-].[NH4+], predict the reaction product. The product is: [C:35]([C:36]1[CH:37]=[C:38]([CH:41]=[O:42])[O:39][CH:40]=1)#[CH:34].